Dataset: Forward reaction prediction with 1.9M reactions from USPTO patents (1976-2016). Task: Predict the product of the given reaction. (1) Given the reactants Cl.[NH2:2][CH2:3][C:4](=[O:19])[C:5]([C:8]1[CH:13]=[CH:12][C:11]([S:14]([NH2:17])(=[O:16])=[O:15])=[C:10]([Cl:18])[CH:9]=1)([CH3:7])[CH3:6].CCN(CC)CC.[F:27][C:28]1[CH:33]=[CH:32][C:31]([N:34]=[C:35]=[S:36])=[CH:30][C:29]=1[O:37][CH3:38].O, predict the reaction product. The product is: [Cl:18][C:10]1[CH:9]=[C:8]([C:5]([CH3:7])([C:4](=[O:19])[CH2:3][NH:2][C:35]([NH:34][C:31]2[CH:32]=[CH:33][C:28]([F:27])=[C:29]([O:37][CH3:38])[CH:30]=2)=[S:36])[CH3:6])[CH:13]=[CH:12][C:11]=1[S:14]([NH2:17])(=[O:16])=[O:15]. (2) Given the reactants [NH2:1][C:2]([C:4]1[C:27]([NH:28][CH3:29])=[N:26][C:7]2[N:8]([CH2:15][C@@H:16]([NH:18]C(=O)OC(C)(C)C)[CH3:17])[C:9]3[C:14]([C:6]=2[CH:5]=1)=[CH:13][CH:12]=[CH:11][CH:10]=3)=[O:3].C(O)(C(F)(F)F)=O.NC1C(C(N)=O)=CC2C3C(=CC=CC=3)N(C[C@@H](N)C)C=2N=1, predict the reaction product. The product is: [NH2:18][C@@H:16]([CH3:17])[CH2:15][N:8]1[C:9]2[C:14](=[CH:13][CH:12]=[CH:11][CH:10]=2)[C:6]2[CH:5]=[C:4]([C:2]([NH2:1])=[O:3])[C:27]([NH:28][CH3:29])=[N:26][C:7]1=2. (3) Given the reactants [NH2:1][C:2]1[CH:3]=[C:4]([OH:16])[CH:5]=[CH:6][C:7]=1[S:8][C:9]1[CH:14]=[CH:13][C:12]([OH:15])=[CH:11][CH:10]=1.C([C:19]1[C:20]([N:25]=[CH:26][N:27]([CH3:29])C)=[N:21][CH:22]=[CH:23][CH:24]=1)#N.NC1C=C(OCC2C=CC=C(F)C=2)C=CC=1SC1C=CC(O)=CC=1, predict the reaction product. The product is: [OH:15][C:12]1[CH:13]=[CH:14][C:9]([S:8][C:7]2[CH:6]=[CH:5][C:4]([OH:16])=[CH:3][C:2]=2[NH:1][C:29]2[C:19]3[CH:24]=[CH:23][CH:22]=[N:21][C:20]=3[N:25]=[CH:26][N:27]=2)=[CH:10][CH:11]=1. (4) Given the reactants [NH2:1][CH2:2][CH2:3][CH2:4][N:5]1[C:17]2[C:16]3[CH:15]=[CH:14][CH:13]=[CH:12][C:11]=3[N:10]=[C:9]([NH2:18])[C:8]=2[N:7]=[C:6]1[CH3:19].[CH3:20][S:21](O[S:21]([CH3:20])(=[O:23])=[O:22])(=[O:23])=[O:22], predict the reaction product. The product is: [NH2:18][C:9]1[C:8]2[N:7]=[C:6]([CH3:19])[N:5]([CH2:4][CH2:3][CH2:2][NH:1][S:21]([CH3:20])(=[O:23])=[O:22])[C:17]=2[C:16]2[CH:15]=[CH:14][CH:13]=[CH:12][C:11]=2[N:10]=1. (5) Given the reactants [CH2:1]([O:8][C:9](=[O:26])[CH2:10][NH:11][CH:12]1[CH2:17][CH2:16][CH:15]([NH:18][C:19]([O:21][C:22]([CH3:25])([CH3:24])[CH3:23])=[O:20])[CH2:14][CH2:13]1)[C:2]1[CH:7]=[CH:6][CH:5]=[CH:4][CH:3]=1.[C:27](O[C:27]([O:29][C:30]([CH3:33])([CH3:32])[CH3:31])=[O:28])([O:29][C:30]([CH3:33])([CH3:32])[CH3:31])=[O:28], predict the reaction product. The product is: [CH2:1]([O:8][C:9](=[O:26])[CH2:10][N:11]([C:27]([O:29][C:30]([CH3:33])([CH3:32])[CH3:31])=[O:28])[CH:12]1[CH2:17][CH2:16][CH:15]([NH:18][C:19]([O:21][C:22]([CH3:23])([CH3:25])[CH3:24])=[O:20])[CH2:14][CH2:13]1)[C:2]1[CH:7]=[CH:6][CH:5]=[CH:4][CH:3]=1. (6) The product is: [O:8]=[C:9]1[N:33]2[CH:37]=[CH:36][CH:35]=[C:34]2[CH:38]=[C:12]([C:13]([O:15][CH3:16])=[O:14])[NH:11]1. Given the reactants C([O:8][C:9]([NH:11][CH:12](P(OCC)(OCC)=O)[C:13]([O:15][CH3:16])=[O:14])=O)C1C=CC=CC=1.CN(C)C(N(C)C)=N.[NH:33]1[CH:37]=[CH:36][CH:35]=[C:34]1[CH:38]=O, predict the reaction product. (7) Given the reactants C1(CO)CC1.C[O-].[Na+].[CH3:9][N:10]1[CH:19]=[C:18](B2OC(C)(C)C(C)(C)O2)[C:17]2[CH2:16][CH2:15][CH2:14][CH2:13][C:12]=2[C:11]1=[O:29].[Br:30][C:31]1[CH:36]=[C:35]([S:37]([CH2:40][CH3:41])(=[O:39])=[O:38])[CH:34]=[CH:33][C:32]=1[O:42][CH2:43][CH:44]1[CH2:46][CH2:45]1, predict the reaction product. The product is: [Br:30][C:31]1[CH:36]=[C:35]([S:37]([CH2:40][CH3:41])(=[O:39])=[O:38])[CH:34]=[CH:33][C:32]=1[O:42][CH2:43][CH:44]1[CH2:46][CH2:45]1.[CH:44]1([CH2:43][O:42][C:32]2[CH:31]=[CH:36][C:35]([S:37]([CH2:40][CH3:41])(=[O:39])=[O:38])=[CH:34][C:33]=2[C:18]2[C:17]3[CH2:16][CH2:15][CH2:14][CH2:13][C:12]=3[C:11](=[O:29])[N:10]([CH3:9])[CH:19]=2)[CH2:45][CH2:46]1. (8) The product is: [ClH:23].[F:21][CH2:20][CH2:19][N:17]([CH3:18])[C:15]1[N:16]=[C:10]2[CH:9]=[C:8]([NH2:7])[CH:13]=[CH:12][N:11]2[N:14]=1. Given the reactants C(OC(=O)[NH:7][C:8]1[CH:13]=[CH:12][N:11]2[N:14]=[C:15]([N:17]([CH2:19][CH2:20][F:21])[CH3:18])[N:16]=[C:10]2[CH:9]=1)(C)(C)C.[ClH:23].O1CCOCC1, predict the reaction product. (9) Given the reactants [Cl:1][C:2]1[CH2:6][CH2:5][N:4]([C:7]2[CH:8]=[N:9][CH:10]=[CH:11][CH:12]=2)[N:3]=1.CN(C)C=O.S(OOS([O-])(=O)=O)([O-])(=O)=O.[K+].[K+], predict the reaction product. The product is: [Cl:1][C:2]1[CH:6]=[CH:5][N:4]([C:7]2[CH:8]=[N:9][CH:10]=[CH:11][CH:12]=2)[N:3]=1.